Dataset: Forward reaction prediction with 1.9M reactions from USPTO patents (1976-2016). Task: Predict the product of the given reaction. (1) Given the reactants [OH:1][C:2]1[CH:7]=[CH:6][C:5]([N:8]2[C:13](=[O:14])[C:12]([CH2:15][C:16]3[CH:21]=[CH:20][C:19]([C:22]4[C:23]([C:28]#[N:29])=[CH:24][CH:25]=[CH:26][CH:27]=4)=[CH:18][CH:17]=3)=[C:11]([CH2:30][CH2:31][CH3:32])[N:10]=[C:9]2[CH3:33])=[CH:4][CH:3]=1.[CH3:34][CH:35]1[CH2:40][CH2:39][CH:38](O)[CH2:37][CH2:36]1.C1(P(C2C=CC=CC=2)C2C=CC=CC=2)C=CC=CC=1.[N:62]([C:63]([O:65]C(C)C)=[O:64])=[N:62][C:63]([O:65]C(C)C)=[O:64].Cl.NO.C(=O)([O-])O.[Na+], predict the reaction product. The product is: [CH3:33][C:9]1[N:8]([C:5]2[CH:4]=[CH:3][C:2]([O:1][CH:38]3[CH2:39][CH2:40][CH:35]([CH3:34])[CH2:36][CH2:37]3)=[CH:7][CH:6]=2)[C:13](=[O:14])[C:12]([CH2:15][C:16]2[CH:21]=[CH:20][C:19]([C:22]3[CH:27]=[CH:26][CH:25]=[CH:24][C:23]=3[C:28]3[NH:62][C:63](=[O:64])[O:65][N:29]=3)=[CH:18][CH:17]=2)=[C:11]([CH2:30][CH2:31][CH3:32])[N:10]=1. (2) Given the reactants [C:1]1([C:7]2[CH:14]=[CH:13][C:10]([CH:11]=[O:12])=[CH:9][N:8]=2)[CH:6]=[CH:5][CH:4]=[CH:3][CH:2]=1.[CH:15]([Mg]Cl)([CH3:17])[CH3:16], predict the reaction product. The product is: [CH3:16][CH:15]([CH3:17])[CH:11]([C:10]1[CH:9]=[N:8][C:7]([C:1]2[CH:2]=[CH:3][CH:4]=[CH:5][CH:6]=2)=[CH:14][CH:13]=1)[OH:12]. (3) Given the reactants [CH2:1]([O:3][C:4](=[O:14])[NH:5][C:6]1[CH:11]=[CH:10][C:9]([NH2:12])=[C:8]([NH2:13])[CH:7]=1)[CH3:2].[Cl:15][C:16]1[CH:23]=[CH:22][CH:21]=[CH:20][C:17]=1[CH:18]=O.CO, predict the reaction product. The product is: [CH2:1]([O:3][C:4](=[O:14])[NH:5][C:6]1[CH:11]=[CH:10][C:9]2[N:12]=[C:18]([C:17]3[CH:20]=[CH:21][CH:22]=[CH:23][C:16]=3[Cl:15])[NH:13][C:8]=2[CH:7]=1)[CH3:2]. (4) Given the reactants N(C(OC(C)C)=O)=NC(OC(C)C)=O.C1(P(C2C=CC=CC=2)C2C=CC=CC=2)C=CC=CC=1.[F:34][C:35]1[CH:40]=[CH:39][C:38]([CH:41](O)[C:42]2[C:46]([CH2:47][NH:48][S:49]([C:52]3[CH:57]=[CH:56][C:55]([C:58]([F:61])([F:60])[F:59])=[CH:54][CH:53]=3)(=[O:51])=[O:50])=[CH:45][N:44]([CH2:62][O:63][CH3:64])[N:43]=2)=[CH:37][CH:36]=1, predict the reaction product. The product is: [F:34][C:35]1[CH:40]=[CH:39][C:38]([CH:41]2[C:42]3=[N:43][N:44]([CH2:62][O:63][CH3:64])[CH:45]=[C:46]3[CH2:47][N:48]2[S:49]([C:52]2[CH:57]=[CH:56][C:55]([C:58]([F:61])([F:60])[F:59])=[CH:54][CH:53]=2)(=[O:51])=[O:50])=[CH:37][CH:36]=1. (5) Given the reactants [Cl:1][C:2]1[CH:7]=[CH:6][N:5]=[C:4]([C:8]([CH:10]2[CH2:12][CH2:11]2)=O)[C:3]=1[CH3:13].[Cl-].[CH3:15][O:16][CH2:17][P+](C1C=CC=CC=1)(C1C=CC=CC=1)C1C=CC=CC=1.CC(C)([O-])C.[K+].Cl, predict the reaction product. The product is: [Cl:1][C:2]1[CH:7]=[CH:6][N:5]=[C:4]([C:8]([CH:10]2[CH2:12][CH2:11]2)=[CH:15][O:16][CH3:17])[C:3]=1[CH3:13]. (6) Given the reactants [C:1]([NH:8][C@H:9]([C:17]([OH:19])=O)[CH2:10][C:11]1[CH:16]=[CH:15][CH:14]=[CH:13][CH:12]=1)([O:3][C:4]([CH3:7])([CH3:6])[CH3:5])=[O:2].[CH2:20]([O:22][C:23]([C@:25]1([NH2:37])[CH2:30][C@H:29]([OH:31])[C@@H:28]2[C@H:26]1[C@H:27]2[C:32]([O:34][CH2:35][CH3:36])=[O:33])=[O:24])[CH3:21], predict the reaction product. The product is: [CH2:20]([O:22][C:23]([C@:25]1([NH:37][C:17](=[O:19])[CH:9]([NH:8][C:1]([O:3][C:4]([CH3:5])([CH3:6])[CH3:7])=[O:2])[CH2:10][C:11]2[CH:12]=[CH:13][CH:14]=[CH:15][CH:16]=2)[CH2:30][C@H:29]([OH:31])[C@@H:28]2[C@H:26]1[C@H:27]2[C:32]([O:34][CH2:35][CH3:36])=[O:33])=[O:24])[CH3:21]. (7) The product is: [F:48][C:17]([F:16])([F:47])[O:18][C:19]1[CH:46]=[CH:45][C:22]([CH2:23][NH:24][C:25]([C@H:27]2[CH2:32][N:31]([C:2]3[S:3][C:4]4[C:9]([Cl:10])=[N:8][C:7]([C:11]([F:14])([F:13])[F:12])=[N:6][C:5]=4[N:15]=3)[CH2:30][CH2:29][N:28]2[S:33]([C:36]2[CH:41]=[CH:40][C:39]([CH:42]3[CH2:43][CH2:44]3)=[CH:38][CH:37]=2)(=[O:34])=[O:35])=[O:26])=[CH:21][CH:20]=1. Given the reactants Cl[C:2]1[S:3][C:4]2[C:9]([Cl:10])=[N:8][C:7]([C:11]([F:14])([F:13])[F:12])=[N:6][C:5]=2[N:15]=1.[F:16][C:17]([F:48])([F:47])[O:18][C:19]1[CH:46]=[CH:45][C:22]([CH2:23][NH:24][C:25]([C@H:27]2[CH2:32][NH:31][CH2:30][CH2:29][N:28]2[S:33]([C:36]2[CH:41]=[CH:40][C:39]([CH:42]3[CH2:44][CH2:43]3)=[CH:38][CH:37]=2)(=[O:35])=[O:34])=[O:26])=[CH:21][CH:20]=1.C(N(CC)C(C)C)(C)C, predict the reaction product.